Dataset: hERG Central: cardiac toxicity at 1µM, 10µM, and general inhibition. Task: Predict hERG channel inhibition at various concentrations. (1) The drug is CCN(CC)S(=O)(=O)c1ccc(N(C)C)c(NC(=O)CSCc2c(C)noc2C)c1. Results: hERG_inhib (hERG inhibition (general)): blocker. (2) The drug is O=C(CCCN1CCC(C(=O)c2ccc(F)cc2)CC1)c1ccc(F)cc1. Results: hERG_inhib (hERG inhibition (general)): blocker.